This data is from Full USPTO retrosynthesis dataset with 1.9M reactions from patents (1976-2016). The task is: Predict the reactants needed to synthesize the given product. (1) Given the product [CH3:34][N:21]([C@@H:22]([C:30](=[O:33])[NH:31][CH3:32])[CH2:23][C:24]1[CH:25]=[CH:26][CH:27]=[CH:28][CH:29]=1)[C:20](=[O:35])[C@H:8]([NH:7][CH3:6])[CH2:9][C:10]1[CH:19]=[CH:18][C:17]2[C:12](=[CH:13][CH:14]=[CH:15][CH:16]=2)[CH:11]=1, predict the reactants needed to synthesize it. The reactants are: C(O[C:6](=O)[N:7](C)[C@@H:8]([C:20](=[O:35])[N:21]([CH3:34])[C@@H:22]([C:30](=[O:33])[NH:31][CH3:32])[CH2:23][C:24]1[CH:29]=[CH:28][CH:27]=[CH:26][CH:25]=1)[CH2:9][C:10]1[CH:19]=[CH:18][C:17]2[C:12](=[CH:13][CH:14]=[CH:15][CH:16]=2)[CH:11]=1)(C)(C)C. (2) The reactants are: O[NH:2][C:3]1[CH:8]=[CH:7][C:6]([S:9][C:10]2[CH:15]=[CH:14][C:13]([NH:16]O)=[C:12]([N:18]([C:20]([O:22][C:23]([CH3:26])([CH3:25])[CH3:24])=[O:21])[CH3:19])[CH:11]=2)=[CH:5][C:4]=1[N:27]([C:29]([O:31][C:32]([CH3:35])([CH3:34])[CH3:33])=[O:30])[CH3:28]. Given the product [NH2:2][C:3]1[CH:8]=[CH:7][C:6]([S:9][C:10]2[CH:15]=[CH:14][C:13]([NH2:16])=[C:12]([N:18]([C:20]([O:22][C:23]([CH3:24])([CH3:25])[CH3:26])=[O:21])[CH3:19])[CH:11]=2)=[CH:5][C:4]=1[N:27]([C:29]([O:31][C:32]([CH3:35])([CH3:34])[CH3:33])=[O:30])[CH3:28], predict the reactants needed to synthesize it. (3) Given the product [CH3:15][O:16][C:17](=[O:26])[C:18]1[CH:23]=[CH:22][CH:21]=[C:20]([CH2:24][NH:25][C:12]([C:10]2[O:11][C:7]([C:1]3[CH:2]=[CH:3][CH:4]=[CH:5][CH:6]=3)=[CH:8][CH:9]=2)=[O:14])[CH:19]=1, predict the reactants needed to synthesize it. The reactants are: [C:1]1([C:7]2[O:11][C:10]([C:12]([OH:14])=O)=[CH:9][CH:8]=2)[CH:6]=[CH:5][CH:4]=[CH:3][CH:2]=1.[CH3:15][O:16][C:17](=[O:26])[C:18]1[CH:23]=[CH:22][CH:21]=[C:20]([CH2:24][NH2:25])[CH:19]=1. (4) Given the product [CH2:24]([N:23]([CH2:26][CH3:27])[C:20]1[CH:21]=[C:22]2[C:17](=[CH:18][CH:19]=1)[N:16]([C:28](=[O:36])[C:29]1[CH:30]=[CH:31][C:32]([F:35])=[CH:33][CH:34]=1)[C@@H:15]([CH3:37])[CH2:14][C@H:13]2[N:8]([C:5]1[CH:4]=[CH:3][C:2]([N:45]([CH2:46][CH3:47])[CH2:42][CH3:41])=[CH:7][CH:6]=1)[C:9](=[O:12])[CH2:10][CH3:11])[CH3:25], predict the reactants needed to synthesize it. The reactants are: Cl[C:2]1[CH:7]=[CH:6][C:5]([N:8]([C@H:13]2[C:22]3[C:17](=[CH:18][CH:19]=[C:20]([N:23]([CH2:26][CH3:27])[CH2:24][CH3:25])[CH:21]=3)[N:16]([C:28](=[O:36])[C:29]3[CH:34]=[CH:33][C:32]([F:35])=[CH:31][CH:30]=3)[C@@H:15]([CH3:37])[CH2:14]2)[C:9](=[O:12])[CH2:10][CH3:11])=[CH:4][CH:3]=1.ClC1C=C[C:42]([N:45]([C@H]2C3[C:42](=[CH:41][CH:41]=[C:42]([N:45]4CCO[CH2:47][CH2:46]4)C=3)[N:45](C(=O)C3C=CC(F)=CC=3)[C@@H:46](C)[CH2:47]2)[C:46](=O)[CH2:47]C)=[CH:41]C=1.C(NCC)C.N1CCOCC1. (5) Given the product [CH3:17][O:16][CH2:15][CH2:14][N:11]1[CH2:12][CH2:13][CH:8]([CH2:7][OH:6])[CH2:9][CH2:10]1, predict the reactants needed to synthesize it. The reactants are: COCC([O:6][CH2:7][CH:8]1[CH2:13][CH2:12][N:11]([C:14](=O)[CH2:15][O:16][CH3:17])[CH2:10][CH2:9]1)=O.[H-].[H-].[H-].[H-].[Li+].[Al+3].O.[OH-].[Na+].